Task: Predict the product of the given reaction.. Dataset: Forward reaction prediction with 1.9M reactions from USPTO patents (1976-2016) (1) The product is: [C:6]1([S:12][CH:13]([S:28][C:29]2[CH:34]=[CH:33][CH:32]=[CH:31][CH:30]=2)[CH:14]2[CH2:15][CH2:16][CH2:17][CH:18]([CH:13]([S:12][C:6]3[CH:11]=[CH:10][CH:9]=[CH:8][CH:7]=3)[S:28][C:29]3[CH:34]=[CH:33][CH:32]=[CH:31][CH:30]=3)[C:19]2=[O:20])[CH:7]=[CH:8][CH:9]=[CH:10][CH:11]=1. Given the reactants [Sn](Cl)(Cl)(Cl)Cl.[C:6]1([S:12][CH:13]([S:28][C:29]2[CH:34]=[CH:33][CH:32]=[CH:31][CH:30]=2)[CH:14]2[C:19]([O:20][Si](C(C)(C)C)(C)C)=[CH:18][CH2:17][CH2:16][CH2:15]2)[CH:11]=[CH:10][CH:9]=[CH:8][CH:7]=1, predict the reaction product. (2) Given the reactants [Br:1][C:2]1[CH:6]=[N:5][N:4]([CH3:7])[C:3]=1[C:8]1[CH:9]=[C:10]([NH2:23])[CH:11]=[CH:12][C:13]=1[O:14][CH2:15][CH2:16][C:17]1[CH:22]=[CH:21][CH:20]=[CH:19][CH:18]=1.[Cl:24][C:25]1[CH:30]=[CH:29][C:28]([N:31]=[C:32]=[O:33])=[CH:27][CH:26]=1, predict the reaction product. The product is: [Br:1][C:2]1[CH:6]=[N:5][N:4]([CH3:7])[C:3]=1[C:8]1[CH:9]=[C:10]([NH:23][C:32]([NH:31][C:28]2[CH:29]=[CH:30][C:25]([Cl:24])=[CH:26][CH:27]=2)=[O:33])[CH:11]=[CH:12][C:13]=1[O:14][CH2:15][CH2:16][C:17]1[CH:18]=[CH:19][CH:20]=[CH:21][CH:22]=1.